From a dataset of NCI-60 drug combinations with 297,098 pairs across 59 cell lines. Regression. Given two drug SMILES strings and cell line genomic features, predict the synergy score measuring deviation from expected non-interaction effect. Drug 1: COC1=C(C=C2C(=C1)N=CN=C2NC3=CC(=C(C=C3)F)Cl)OCCCN4CCOCC4. Cell line: HS 578T. Synergy scores: CSS=68.8, Synergy_ZIP=4.31, Synergy_Bliss=4.83, Synergy_Loewe=-26.4, Synergy_HSA=7.82. Drug 2: CC=C1C(=O)NC(C(=O)OC2CC(=O)NC(C(=O)NC(CSSCCC=C2)C(=O)N1)C(C)C)C(C)C.